Dataset: Catalyst prediction with 721,799 reactions and 888 catalyst types from USPTO. Task: Predict which catalyst facilitates the given reaction. (1) Reactant: C1(P(C2C=CC=CC=2)C2C=CC=CC=2)C=CC=CC=1.BrN1C(=O)CCC1=O.[CH:28]1([CH2:33][CH:34]([C:38]2[CH:43]=[CH:42][C:41]([C:44]3[CH:49]=[CH:48][N:47]=[CH:46][CH:45]=3)=[CH:40][CH:39]=2)[C:35](O)=[O:36])[CH2:32][CH2:31][CH2:30][CH2:29]1.[NH2:50][C:51]1[S:52][CH:53]=[CH:54][N:55]=1. Product: [CH:28]1([CH2:33][CH:34]([C:38]2[CH:43]=[CH:42][C:41]([C:44]3[CH:49]=[CH:48][N:47]=[CH:46][CH:45]=3)=[CH:40][CH:39]=2)[C:35]([NH:50][C:51]2[S:52][CH:53]=[CH:54][N:55]=2)=[O:36])[CH2:32][CH2:31][CH2:30][CH2:29]1. The catalyst class is: 2. (2) Reactant: [Cl:1][C:2]1[CH:11]=[C:10]([C:12]([O:14]C)=[O:13])[CH:9]=[C:8]([F:16])[C:3]=1[C:4]([O:6][CH3:7])=[O:5].[OH-].[Na+]. Product: [Cl:1][C:2]1[CH:11]=[C:10]([CH:9]=[C:8]([F:16])[C:3]=1[C:4]([O:6][CH3:7])=[O:5])[C:12]([OH:14])=[O:13]. The catalyst class is: 7. (3) Reactant: [CH3:1][N:2]1[CH:6]=[C:5]([C:7]2[CH:8]=[C:9]3[C:14](=[CH:15][C:16]=2[S:17]([CH3:20])(=[O:19])=[O:18])[N:13]([C:21]2[C:25]4[CH2:26][NH:27][CH2:28][CH2:29][C:24]=4[N:23]([CH:30]4[CH2:35][CH2:34][O:33][CH2:32][CH2:31]4)[N:22]=2)[CH2:12][CH2:11][CH2:10]3)[CH:4]=[N:3]1.C(N(CC)CC)C.[CH3:43][NH:44][C:45](N1C=CN=C1)=[O:46]. Product: [CH3:43][NH:44][C:45]([N:27]1[CH2:28][CH2:29][C:24]2[N:23]([CH:30]3[CH2:35][CH2:34][O:33][CH2:32][CH2:31]3)[N:22]=[C:21]([N:13]3[C:14]4[C:9](=[CH:8][C:7]([C:5]5[CH:4]=[N:3][N:2]([CH3:1])[CH:6]=5)=[C:16]([S:17]([CH3:20])(=[O:19])=[O:18])[CH:15]=4)[CH2:10][CH2:11][CH2:12]3)[C:25]=2[CH2:26]1)=[O:46]. The catalyst class is: 2. (4) Reactant: Cl.[NH:2]([C:4]1[S:5][CH:6]=[C:7]([CH3:9])[N:8]=1)[NH2:3].CCN(C(C)C)C(C)C.C[N:20](C)[CH:21]=[CH:22][C:23]#N. Product: [CH3:9][C:7]1[N:8]=[C:4]([N:2]2[C:21]([NH2:20])=[CH:22][CH:23]=[N:3]2)[S:5][CH:6]=1. The catalyst class is: 80.